This data is from Forward reaction prediction with 1.9M reactions from USPTO patents (1976-2016). The task is: Predict the product of the given reaction. (1) Given the reactants [Cl:1][C:2]1[CH:3]=[C:4]([NH:23][CH2:24][C:25]2[N:26]=[N:27][N:28]([CH:30]3[CH2:35][CH2:34][NH:33][CH2:32][CH2:31]3)[CH:29]=2)[CH:5]=[C:6]2[C:11]=1[N:10]=[CH:9][C:8]([C:12]#[N:13])=[C:7]2[NH:14][C:15]1[CH:20]=[CH:19][C:18]([F:21])=[C:17]([Cl:22])[CH:16]=1.Cl[CH:37](Cl)[CH3:38].C(=O)C.C(O[BH-](OC(=O)C)OC(=O)C)(=O)C.[Na+], predict the reaction product. The product is: [Cl:1][C:2]1[CH:3]=[C:4]([NH:23][CH2:24][C:25]2[N:26]=[N:27][N:28]([CH:30]3[CH2:35][CH2:34][N:33]([CH2:37][CH3:38])[CH2:32][CH2:31]3)[CH:29]=2)[CH:5]=[C:6]2[C:11]=1[N:10]=[CH:9][C:8]([C:12]#[N:13])=[C:7]2[NH:14][C:15]1[CH:20]=[CH:19][C:18]([F:21])=[C:17]([Cl:22])[CH:16]=1. (2) Given the reactants [C@H:1]12[N:8]([C:9]([C:11]3[C:12]([N:18]4[CH:22]=[CH:21][N:20]=[N:19]4)=[N:13][C:14]([CH3:17])=[CH:15][CH:16]=3)=[O:10])[CH2:7][C@H:6]1[CH2:5][CH2:4][NH:3][CH2:2]2.Cl[C:24]1[N:29]=[C:28]([CH3:30])[C:27]([CH3:31])=[C:26]([CH3:32])[N:25]=1.CCN(C(C)C)C(C)C, predict the reaction product. The product is: [CH3:17][C:14]1[N:13]=[C:12]([N:18]2[CH:22]=[CH:21][N:20]=[N:19]2)[C:11]([C:9]([N:8]2[C@H:1]3[C@H:6]([CH2:5][CH2:4][N:3]([C:24]4[N:29]=[C:28]([CH3:30])[C:27]([CH3:31])=[C:26]([CH3:32])[N:25]=4)[CH2:2]3)[CH2:7]2)=[O:10])=[CH:16][CH:15]=1. (3) Given the reactants Br[C:2]1[CH:3]=[C:4]2[C:8](=[CH:9][CH:10]=1)[NH:7][N:6]=[CH:5]2.[B:11]1([B:11]2[O:15][C:14]([CH3:17])([CH3:16])[C:13]([CH3:19])([CH3:18])[O:12]2)[O:15][C:14]([CH3:17])([CH3:16])[C:13]([CH3:19])([CH3:18])[O:12]1.CC([O-])=O.[K+].C(Cl)Cl, predict the reaction product. The product is: [CH3:18][C:13]1([CH3:19])[C:14]([CH3:17])([CH3:16])[O:15][B:11]([C:2]2[CH:3]=[C:4]3[C:8](=[CH:9][CH:10]=2)[NH:7][N:6]=[CH:5]3)[O:12]1. (4) Given the reactants [C:1]([O:5][C:6]([N:8]1[CH2:13][CH2:12][C@H:11]([C:14]2[CH:15]=[C:16]([C:20]3[CH:25]=[CH:24][CH:23]=[C:22]([C:26]([O:28]CC)=[O:27])[CH:21]=3)[CH:17]=[CH:18][CH:19]=2)[C@@H:10]([O:31][CH2:32][C:33]2[CH:42]=[CH:41][C:40]3[C:35](=[CH:36][CH:37]=[CH:38][CH:39]=3)[CH:34]=2)[CH2:9]1)=[O:7])([CH3:4])([CH3:3])[CH3:2].[OH-].[Na+], predict the reaction product. The product is: [C:1]([O:5][C:6]([N:8]1[CH2:13][CH2:12][C@H:11]([C:14]2[CH:15]=[C:16]([C:20]3[CH:25]=[CH:24][CH:23]=[C:22]([C:26]([OH:28])=[O:27])[CH:21]=3)[CH:17]=[CH:18][CH:19]=2)[C@@H:10]([O:31][CH2:32][C:33]2[CH:42]=[CH:41][C:40]3[C:35](=[CH:36][CH:37]=[CH:38][CH:39]=3)[CH:34]=2)[CH2:9]1)=[O:7])([CH3:4])([CH3:2])[CH3:3]. (5) Given the reactants [C:1]([O:5][C:6](=[O:26])[NH:7][C@@H:8]1[CH2:14][CH:13]=[C:12]([CH2:15]Cl)[CH2:11][N:10]([O:17][CH2:18][C:19]2[CH:24]=[CH:23][CH:22]=[CH:21][CH:20]=2)[C:9]1=[O:25])([CH3:4])([CH3:3])[CH3:2].[NH:27]1[CH2:32][CH2:31][O:30][CH2:29][CH2:28]1, predict the reaction product. The product is: [C:1]([O:5][C:6](=[O:26])[NH:7][C@@H:8]1[CH2:14][CH:13]=[C:12]([CH2:15][N:27]2[CH2:32][CH2:31][O:30][CH2:29][CH2:28]2)[CH2:11][N:10]([O:17][CH2:18][C:19]2[CH:24]=[CH:23][CH:22]=[CH:21][CH:20]=2)[C:9]1=[O:25])([CH3:4])([CH3:3])[CH3:2]. (6) Given the reactants [NH2:1][C:2]1[CH:3]=[C:4]2[C:20](=[O:21])[NH:19][N:18]=[CH:17][C:6]3=[C:7]([C:11]4[CH:16]=[CH:15][CH:14]=[CH:13][CH:12]=4)[NH:8][C:9]([CH:10]=1)=[C:5]23.[C:22](O)(=[O:29])[C:23]1[CH:28]=[CH:27][CH:26]=[CH:25][CH:24]=1.C(N(CC)CC)C.F[P-](F)(F)(F)(F)F.N1(OC(N(C)C)=[N+](C)C)C2N=CC=CC=2N=N1, predict the reaction product. The product is: [O:21]=[C:20]1[C:4]2[C:5]3[C:6](=[C:7]([C:11]4[CH:12]=[CH:13][CH:14]=[CH:15][CH:16]=4)[NH:8][C:9]=3[CH:10]=[C:2]([NH:1][C:22](=[O:29])[C:23]3[CH:28]=[CH:27][CH:26]=[CH:25][CH:24]=3)[CH:3]=2)[CH:17]=[N:18][NH:19]1.